From a dataset of Reaction yield outcomes from USPTO patents with 853,638 reactions. Predict the reaction yield, written as a fraction of the theoretical maximum amount of product (1.0 means a 100% yield; for example, 0.34 means a 34% yield). (1) The reactants are [OH:1][C@H:2]1[CH2:7][CH2:6][C@H:5]([N:8]2[C:13](=[O:14])[C:12]([CH2:15][C:16]3[CH:21]=[CH:20][C:19]([C:22]4[C:23]([C:28]#[N:29])=[CH:24][CH:25]=[CH:26][CH:27]=4)=[C:18]([CH3:30])[CH:17]=3)=[C:11]([CH2:31][CH2:32][CH3:33])[N:10]3[N:34]=[CH:35][CH:36]=[C:9]23)[CH2:4][CH2:3]1.[N+:37](=CC(OCC)=O)=[N-].[C:45]([O:48]CC)(=[O:47])C.[OH2:51].[C:52]1([CH3:58])[CH:57]=CC=C[CH:53]=1. The catalyst is C([O-])(=O)C.[Rh+3].C([O-])(=O)C.C([O-])(=O)C. The product is [OH:51][C:52]([CH3:58])([CH3:57])[CH2:53][O:1][C@H:2]1[CH2:3][CH2:4][C@H:5]([N:8]2[C:13](=[O:14])[C:12]([CH2:15][C:16]3[CH:21]=[CH:20][C:19]([C:22]4[CH:27]=[CH:26][CH:25]=[CH:24][C:23]=4[C:28]4[NH:37][C:45](=[O:47])[O:48][N:29]=4)=[C:18]([CH3:30])[CH:17]=3)=[C:11]([CH2:31][CH2:32][CH3:33])[N:10]3[N:34]=[CH:35][CH:36]=[C:9]23)[CH2:6][CH2:7]1. The yield is 0.280. (2) The reactants are [F:1][CH2:2][CH:3]([N:6]1[CH2:12][CH2:11][C:10]2[CH:13]=[C:14]([O:20][CH3:21])[C:15]([N+:17]([O-])=O)=[CH:16][C:9]=2[CH2:8][CH2:7]1)[CH2:4][F:5].CO. The catalyst is [Pd]. The product is [F:5][CH2:4][CH:3]([N:6]1[CH2:7][CH2:8][C:9]2[CH:16]=[C:15]([NH2:17])[C:14]([O:20][CH3:21])=[CH:13][C:10]=2[CH2:11][CH2:12]1)[CH2:2][F:1]. The yield is 1.00. (3) The reactants are [CH3:1][O:2][C:3]1[CH:8]=[CH:7][C:6]([NH:9][CH3:10])=[CH:5][CH:4]=1.CC([O-])=O.[Na+].C1COCC1.[Cl:21][C:22]1[N:31]=[C:30](Cl)[C:29]2[C:24](=[CH:25][CH:26]=[C:27]([CH3:33])[CH:28]=2)[N:23]=1. The catalyst is O. The product is [Cl:21][C:22]1[N:31]=[C:30]([N:9]([C:6]2[CH:7]=[CH:8][C:3]([O:2][CH3:1])=[CH:4][CH:5]=2)[CH3:10])[C:29]2[C:24](=[CH:25][CH:26]=[C:27]([CH3:33])[CH:28]=2)[N:23]=1. The yield is 0.440. (4) The reactants are [CH3:1][S:2](Cl)(=[O:4])=[O:3].[CH3:6][S:7]([CH2:10][CH2:11][OH:12])(=[O:9])=[O:8].CCN(C(C)C)C(C)C.CCOC(C)=O. The catalyst is C(Cl)Cl. The product is [CH3:6][S:7]([CH2:10][CH2:11][O:12][S:2]([CH3:1])(=[O:4])=[O:3])(=[O:9])=[O:8]. The yield is 0.660. (5) The reactants are [Cl:1][C:2]1[N:7]=[CH:6][C:5]([OH:8])=[CH:4][CH:3]=1.O.C(=O)([O-])[O-].[Na+].[Na+].[I:16]I. The catalyst is C1COCC1. The product is [Cl:1][C:2]1[N:7]=[C:6]([I:16])[C:5]([OH:8])=[CH:4][CH:3]=1. The yield is 0.750.